Predict the reactants needed to synthesize the given product. From a dataset of Full USPTO retrosynthesis dataset with 1.9M reactions from patents (1976-2016). (1) Given the product [Br:10][C:7]1[CH:6]=[CH:5][C:4]([CH:3]2[C:11]3[C:16]([CH3:17])=[CH:15][C:14]([CH3:18])=[C:13]([CH3:19])[C:12]=3[O:20][CH2:2]2)=[CH:9][CH:8]=1, predict the reactants needed to synthesize it. The reactants are: O[CH2:2][CH:3]([C:11]1[C:16]([CH3:17])=[CH:15][C:14]([CH3:18])=[C:13]([CH3:19])[C:12]=1[OH:20])[C:4]1[CH:9]=[CH:8][C:7]([Br:10])=[CH:6][CH:5]=1. (2) Given the product [F:23][C:24]([F:29])([F:28])[C:25]([OH:27])=[O:26].[CH3:22][O:21][CH:19]1[CH2:20][N:17]([C:13]2[CH:14]=[C:15]3[C:10](=[CH:11][CH:12]=2)[CH2:9][NH:8][CH2:16]3)[CH2:18]1, predict the reactants needed to synthesize it. The reactants are: C(OC([N:8]1[CH2:16][C:15]2[C:10](=[CH:11][CH:12]=[C:13]([N:17]3[CH2:20][CH:19]([O:21][CH3:22])[CH2:18]3)[CH:14]=2)[CH2:9]1)=O)(C)(C)C.[F:23][C:24]([F:29])([F:28])[C:25]([OH:27])=[O:26].